Dataset: Forward reaction prediction with 1.9M reactions from USPTO patents (1976-2016). Task: Predict the product of the given reaction. (1) Given the reactants [O:1]1[C:5]2[CH:6]=[CH:7][CH:8]=[CH:9][C:4]=2[C:3]([NH:10][C:11]([N:13]2[CH2:18][CH2:17][N:16]([CH2:19][C:20]3[CH:25]=[CH:24][CH:23]=[C:22]([OH:26])[CH:21]=3)[CH2:15][CH2:14]2)=[O:12])=[N:2]1.C(=O)([O-])[O-].[K+].[K+].Br[CH2:34][C:35]1[C:36]([C:41]#[N:42])=[CH:37][CH:38]=[CH:39][CH:40]=1.O, predict the reaction product. The product is: [O:1]1[C:5]2[CH:6]=[CH:7][CH:8]=[CH:9][C:4]=2[C:3]([NH:10][C:11]([N:13]2[CH2:14][CH2:15][N:16]([CH2:19][C:20]3[CH:25]=[CH:24][CH:23]=[C:22]([O:26][CH2:34][C:35]4[CH:40]=[CH:39][CH:38]=[CH:37][C:36]=4[C:41]#[N:42])[CH:21]=3)[CH2:17][CH2:18]2)=[O:12])=[N:2]1. (2) The product is: [Cl:1][C:2]1[C:3]([CH:23]=[O:24])=[C:4]([CH3:22])[N:5]([S:13]([C:16]2[CH:17]=[CH:18][CH:19]=[CH:20][CH:21]=2)(=[O:15])=[O:14])[C:6]=1[C:7]1[CH:8]=[CH:9][CH:10]=[CH:11][CH:12]=1. Given the reactants [Cl:1][C:2]1[C:3]([C:23](OCC)=[O:24])=[C:4]([CH3:22])[N:5]([S:13]([C:16]2[CH:21]=[CH:20][CH:19]=[CH:18][CH:17]=2)(=[O:15])=[O:14])[C:6]=1[C:7]1[CH:12]=[CH:11][CH:10]=[CH:9][CH:8]=1.[H-].C([Al+]CC(C)C)C(C)C.C[N+]1([O-])CCOCC1, predict the reaction product.